This data is from Kir2.1 potassium channel HTS with 301,493 compounds. The task is: Binary Classification. Given a drug SMILES string, predict its activity (active/inactive) in a high-throughput screening assay against a specified biological target. (1) The result is 1 (active). The compound is OCC(N(CCN(C(CO)C#C)Cc1ccccc1)Cc1ccccc1)C#C. (2) The compound is O=C(c1c(N2CCCCC2)ccc([N+]([O-])=O)c1)c1ccc(cc1)C. The result is 0 (inactive).